This data is from Catalyst prediction with 721,799 reactions and 888 catalyst types from USPTO. The task is: Predict which catalyst facilitates the given reaction. (1) Reactant: [CH2:1]([O:3][C:4](=[O:28])[CH2:5][C@H:6]1[CH2:11][CH2:10][C@H:9]([CH2:12][N:13]([CH2:26][CH3:27])[C:14]2[C:19]([CH:20]=[O:21])=[CH:18][C:17]([C:22]([F:25])([F:24])[F:23])=[CH:16][N:15]=2)[CH2:8][CH2:7]1)[CH3:2].[BH4-].[Na+].[Cl-].[NH4+].O. Product: [CH2:1]([O:3][C:4](=[O:28])[CH2:5][C@H:6]1[CH2:11][CH2:10][C@H:9]([CH2:12][N:13]([CH2:26][CH3:27])[C:14]2[C:19]([CH2:20][OH:21])=[CH:18][C:17]([C:22]([F:24])([F:25])[F:23])=[CH:16][N:15]=2)[CH2:8][CH2:7]1)[CH3:2]. The catalyst class is: 162. (2) Reactant: [Cl:1][C:2]1[CH:10]=[C:9]([Cl:11])[CH:8]=[C:7]2[C:3]=1[CH:4]=[C:5]([CH3:12])[NH:6]2.[OH-].[K+].Cl.Cl[CH2:17][CH2:18][N:19]1[CH2:24][CH2:23][O:22][CH2:21][CH2:20]1. Product: [Cl:1][C:2]1[CH:10]=[C:9]([Cl:11])[CH:8]=[C:7]2[C:3]=1[CH:4]=[C:5]([CH3:12])[N:6]2[CH2:17][CH2:18][N:19]1[CH2:24][CH2:23][O:22][CH2:21][CH2:20]1. The catalyst class is: 16.